From a dataset of NCI-60 drug combinations with 297,098 pairs across 59 cell lines. Regression. Given two drug SMILES strings and cell line genomic features, predict the synergy score measuring deviation from expected non-interaction effect. Drug 1: CC(CN1CC(=O)NC(=O)C1)N2CC(=O)NC(=O)C2. Drug 2: CCCCCOC(=O)NC1=NC(=O)N(C=C1F)C2C(C(C(O2)C)O)O. Cell line: HCT-15. Synergy scores: CSS=32.5, Synergy_ZIP=-3.74, Synergy_Bliss=0.141, Synergy_Loewe=-12.2, Synergy_HSA=1.75.